Dataset: Full USPTO retrosynthesis dataset with 1.9M reactions from patents (1976-2016). Task: Predict the reactants needed to synthesize the given product. (1) Given the product [Cl:25][C:26]1[CH:27]=[CH:28][C:29]([CH3:33])=[C:30]([NH:31][C:19](=[O:21])[C:18]2[CH:23]=[CH:24][C:15]([N:11]3[C:12](=[O:14])[NH:13][C:9]([C:3]4[C:4]([F:8])=[CH:5][CH:6]=[CH:7][C:2]=4[Cl:1])=[N:10]3)=[CH:16][CH:17]=2)[CH:32]=1, predict the reactants needed to synthesize it. The reactants are: [Cl:1][C:2]1[CH:7]=[CH:6][CH:5]=[C:4]([F:8])[C:3]=1[C:9]1[NH:13][C:12](=[O:14])[N:11]([C:15]2[CH:24]=[CH:23][C:18]([C:19]([O:21]C)=O)=[CH:17][CH:16]=2)[N:10]=1.[Cl:25][C:26]1[CH:27]=[CH:28][C:29]([CH3:33])=[C:30]([CH:32]=1)[NH2:31].C[Al](C)C. (2) The reactants are: Cl[C:2]1[C:11]2[C:6](=[CH:7][CH:8]=[C:9]([I:12])[CH:10]=2)[N:5]=[CH:4][CH:3]=1.[C:13]([O:17][C:18]([N:20]1[CH2:25][CH2:24][CH:23]([OH:26])[CH2:22][CH2:21]1)=[O:19])([CH3:16])([CH3:15])[CH3:14].CO. Given the product [C:13]([O:17][C:18]([N:20]1[CH2:25][CH2:24][CH:23]([O:26][C:2]2[C:11]3[C:6](=[CH:7][CH:8]=[C:9]([I:12])[CH:10]=3)[N:5]=[CH:4][CH:3]=2)[CH2:22][CH2:21]1)=[O:19])([CH3:16])([CH3:14])[CH3:15], predict the reactants needed to synthesize it.